From a dataset of Forward reaction prediction with 1.9M reactions from USPTO patents (1976-2016). Predict the product of the given reaction. (1) The product is: [CH2:33]([N:35]([CH2:38][C:39]1[CH:18]=[CH:19][CH:20]=[CH:21][CH:16]=1)[C@H:36]1[CH2:21][CH2:20][C@H:19]([C:43]([N:41]([O:3][CH3:4])[CH3:40])=[O:44])[CH2:18][CH2:37]1)[C:34]1[CH:16]=[CH:21][CH:20]=[CH:19][CH:18]=1. Given the reactants CN[O:3][CH3:4].Cl.F[P-](F)(F)(F)(F)F.N1(O[P+](N(C)C)(N(C)C)N(C)C)C2[CH:18]=[CH:19][CH:20]=[CH:21][C:16]=2N=N1.[CH2:33]([N:35]([CH2:38][CH3:39])[CH2:36][CH3:37])[CH3:34].[CH3:40][N:41]([CH:43]=[O:44])C, predict the reaction product. (2) Given the reactants C(OC(=O)[NH:7][CH2:8][CH2:9][CH2:10][N:11]([CH2:16][C:17]1[CH:22]=[CH:21][CH:20]=[C:19]([C:23]2[CH:28]=[CH:27][N:26]=[C:25](Cl)[N:24]=2)[CH:18]=1)[S:12]([CH3:15])(=[O:14])=[O:13])(C)(C)C.[NH:31]1[C:39]2[C:34](=[CH:35][CH:36]=[CH:37][CH:38]=2)[C:33]([CH2:40][CH2:41][NH2:42])=[CH:32]1, predict the reaction product. The product is: [NH2:7][CH2:8][CH2:9][CH2:10][N:11]([CH2:16][C:17]1[CH:22]=[CH:21][CH:20]=[C:19]([C:23]2[CH:28]=[CH:27][N:26]=[C:25]([NH:42][CH2:41][CH2:40][C:33]3[C:34]4[C:39](=[CH:38][CH:37]=[CH:36][CH:35]=4)[NH:31][CH:32]=3)[N:24]=2)[CH:18]=1)[S:12]([CH3:15])(=[O:13])=[O:14]. (3) Given the reactants C(C1C=C(NC(=O)CCCC2C=CC([B:25]([OH:27])[OH:26])=CC=2)C=CC=1S(CC)(=O)=O)#N.[CH2:29]([O:36][C:37]([NH:39][C@@H:40]([C:47]1[CH:52]=[CH:51][CH:50]=[C:49]([NH:53][C:54]([O:56][CH2:57][CH2:58][C:59]2[CH:64]=[CH:63][C:62](Br)=[CH:61][C:60]=2[CH3:66])=[O:55])[CH:48]=1)[CH2:41][C:42]([O:44][CH2:45][CH3:46])=[O:43])=[O:38])[C:30]1[CH:35]=[CH:34][CH:33]=[CH:32][CH:31]=1, predict the reaction product. The product is: [CH2:29]([O:36][C:37]([NH:39][C@@H:40]([C:47]1[CH:48]=[C:49]([NH:53][C:54]([O:56][CH2:57][CH2:58][C:59]2[CH:64]=[CH:63][C:62]([B:25]([OH:27])[OH:26])=[CH:61][C:60]=2[CH3:66])=[O:55])[CH:50]=[CH:51][CH:52]=1)[CH2:41][C:42]([O:44][CH2:45][CH3:46])=[O:43])=[O:38])[C:30]1[CH:35]=[CH:34][CH:33]=[CH:32][CH:31]=1. (4) Given the reactants [CH3:1][S:2](Cl)(=[O:4])=[O:3].[CH3:6][S:7]([C:10]1[CH:15]=[CH:14][C:13]([C:16]2[CH:21]=[CH:20][C:19]([C:22]3[O:23][C:24]([CH3:31])=[C:25]([CH2:27][CH2:28][CH2:29][OH:30])[N:26]=3)=[CH:18][CH:17]=2)=[CH:12][CH:11]=1)(=[O:9])=[O:8].C(N(CC)CC)C, predict the reaction product. The product is: [CH3:6][S:7]([C:10]1[CH:11]=[CH:12][C:13]([C:16]2[CH:21]=[CH:20][C:19]([C:22]3[O:23][C:24]([CH3:31])=[C:25]([CH2:27][CH2:28][CH2:29][O:30][S:2]([CH3:1])(=[O:4])=[O:3])[N:26]=3)=[CH:18][CH:17]=2)=[CH:14][CH:15]=1)(=[O:8])=[O:9].